This data is from Catalyst prediction with 721,799 reactions and 888 catalyst types from USPTO. The task is: Predict which catalyst facilitates the given reaction. (1) Reactant: [CH3:1][N:2]([CH3:8])[C@H:3]1[CH2:7][CH2:6][NH:5][CH2:4]1.CS(C)=O.[NH2:13][C:14]1[C:21]([N+:22]([O-:24])=[O:23])=[C:20](F)[C:19]([Br:26])=[C:18]([CH3:27])[C:15]=1[C:16]#[N:17].C(N(CC)CC)C. Product: [NH2:13][C:14]1[C:21]([N+:22]([O-:24])=[O:23])=[C:20]([N:5]2[CH2:6][CH2:7][C@H:3]([N:2]([CH3:8])[CH3:1])[CH2:4]2)[C:19]([Br:26])=[C:18]([CH3:27])[C:15]=1[C:16]#[N:17]. The catalyst class is: 6. (2) Reactant: [CH3:1][S:2](Cl)(=[O:4])=[O:3].[OH:6][C@@H:7]1[CH2:11][CH2:10][N:9]([C:12]([O:14][CH2:15][C:16]2[CH:21]=[CH:20][CH:19]=[CH:18][CH:17]=2)=[O:13])[CH2:8]1.C(N(CC)CC)C. Product: [CH3:1][S:2]([O:6][C@@H:7]1[CH2:11][CH2:10][N:9]([C:12]([O:14][CH2:15][C:16]2[CH:21]=[CH:20][CH:19]=[CH:18][CH:17]=2)=[O:13])[CH2:8]1)(=[O:4])=[O:3]. The catalyst class is: 2. (3) Reactant: [C:1]1([N:7]([CH2:14][C:15]([O:17][CH2:18][C:19]2C=CC=CC=2)=[O:16])[CH2:8][C:9]([O:11]CC)=[O:10])[CH:6]=[CH:5][CH:4]=[CH:3][CH:2]=1. Product: [CH2:18]([O:17][C:15](=[O:16])[CH2:14][N:7]([CH2:8][C:9]([OH:11])=[O:10])[C:1]1[CH:2]=[CH:3][CH:4]=[CH:5][CH:6]=1)[CH3:19]. The catalyst class is: 19.